This data is from Catalyst prediction with 721,799 reactions and 888 catalyst types from USPTO. The task is: Predict which catalyst facilitates the given reaction. (1) Reactant: [NH2:1][C:2]1[C:17]([N+:18]([O-])=O)=[CH:16][C:5]([C:6]([NH:8][C:9]2[CH:14]=[C:13]([Cl:15])[CH:12]=[CH:11][N:10]=2)=[O:7])=[C:4]([F:21])[CH:3]=1.[H][H]. Product: [NH2:1][C:2]1[C:17]([NH2:18])=[CH:16][C:5]([C:6]([NH:8][C:9]2[CH:14]=[C:13]([Cl:15])[CH:12]=[CH:11][N:10]=2)=[O:7])=[C:4]([F:21])[CH:3]=1. The catalyst class is: 446. (2) The catalyst class is: 11. Reactant: [F:1][C:2]1[CH:20]=[CH:19][CH:18]=[CH:17][C:3]=1[CH2:4][N:5]1[C:13]2[C:8](=[CH:9][CH:10]=[CH:11][CH:12]=2)[C:7]([C:14](=[NH:16])[NH2:15])=[N:6]1.C(O/[CH:25]=[C:26](\[C:36]#[N:37])/[N:27]1[CH:32]2[CH2:33][CH2:34][CH2:35][CH:28]1[CH2:29][O:30][CH2:31]2)(=O)C. Product: [F:1][C:2]1[CH:20]=[CH:19][CH:18]=[CH:17][C:3]=1[CH2:4][N:5]1[C:13]2[C:8](=[CH:9][CH:10]=[CH:11][CH:12]=2)[C:7]([C:14]2[N:15]=[C:36]([NH2:37])[C:26]([N:27]3[CH:32]4[CH2:33][CH2:34][CH2:35][CH:28]3[CH2:29][O:30][CH2:31]4)=[CH:25][N:16]=2)=[N:6]1.